Dataset: Peptide-MHC class I binding affinity with 185,985 pairs from IEDB/IMGT. Task: Regression. Given a peptide amino acid sequence and an MHC pseudo amino acid sequence, predict their binding affinity value. This is MHC class I binding data. (1) The peptide sequence is FPRIGTAVF. The MHC is HLA-B07:02 with pseudo-sequence HLA-B07:02. The binding affinity (normalized) is 0.820. (2) The peptide sequence is YLAENTFVV. The MHC is HLA-A02:12 with pseudo-sequence HLA-A02:12. The binding affinity (normalized) is 0.936. (3) The peptide sequence is YHRPLTGYM. The MHC is HLA-A69:01 with pseudo-sequence HLA-A69:01. The binding affinity (normalized) is 0.0847. (4) The peptide sequence is FATPAFFLI. The MHC is HLA-C08:02 with pseudo-sequence HLA-C08:02. The binding affinity (normalized) is 0.511.